This data is from Full USPTO retrosynthesis dataset with 1.9M reactions from patents (1976-2016). The task is: Predict the reactants needed to synthesize the given product. (1) The reactants are: Br[C:2]1[CH:3]=[C:4]([CH2:8][C@@H:9]([OH:17])[CH2:10][C:11]2[CH:16]=[CH:15][CH:14]=[CH:13][CH:12]=2)[CH:5]=[CH:6][CH:7]=1.[C:18]([O:22][C:23]([N:25]1[CH2:28][CH2:27][C@H:26]1[CH2:29][O:30][C:31]1[CH:32]=[N:33][CH:34]=[C:35]([Sn](C)(C)C)[CH:36]=1)=[O:24])([CH3:21])([CH3:20])[CH3:19].C(Cl)(Cl)Cl.[F-].[Cs+]. Given the product [C:18]([O:22][C:23]([N:25]1[CH2:28][CH2:27][C@H:26]1[CH2:29][O:30][C:31]1[CH:36]=[C:35]([C:2]2[CH:3]=[C:4]([CH2:8][C@@H:9]([OH:17])[CH2:10][C:11]3[CH:16]=[CH:15][CH:14]=[CH:13][CH:12]=3)[CH:5]=[CH:6][CH:7]=2)[CH:34]=[N:33][CH:32]=1)=[O:24])([CH3:21])([CH3:19])[CH3:20], predict the reactants needed to synthesize it. (2) Given the product [NH2:2][CH2:1][CH2:3][CH2:4][CH2:5][CH:6]1[CH2:7][CH2:8][N:9]([C:12]([O:14][C:15]([CH3:18])([CH3:17])[CH3:16])=[O:13])[CH2:10][CH2:11]1, predict the reactants needed to synthesize it. The reactants are: [C:1]([CH2:3][CH2:4][CH2:5][CH:6]1[CH2:11][CH2:10][N:9]([C:12]([O:14][C:15]([CH3:18])([CH3:17])[CH3:16])=[O:13])[CH2:8][CH2:7]1)#[N:2]. (3) Given the product [F:12][C:2]([F:11])([F:1])[C:3]1[N:8]=[C:7]([C:9](=[NH:16])[NH2:10])[CH:6]=[CH:5][CH:4]=1, predict the reactants needed to synthesize it. The reactants are: [F:1][C:2]([F:12])([F:11])[C:3]1[N:8]=[C:7]([C:9]#[N:10])[CH:6]=[CH:5][CH:4]=1.C[O-].[Na+].[NH4+:16].[Cl-].C([O-])(O)=O.[Na+]. (4) The reactants are: F[C:2]1[CH:7]=[CH:6][C:5]([NH:8][C:9](=[O:14])[C:10]([CH3:13])([CH3:12])[CH3:11])=[CH:4][C:3]=1[N+:15]([O-:17])=[O:16].[CH:18]1([CH2:24][NH2:25])[CH2:23][CH2:22][CH2:21][CH2:20][CH2:19]1.C(N(CC)CC)C. Given the product [CH:18]1([CH2:24][NH:25][C:2]2[CH:7]=[CH:6][C:5]([NH:8][C:9](=[O:14])[C:10]([CH3:13])([CH3:12])[CH3:11])=[CH:4][C:3]=2[N+:15]([O-:17])=[O:16])[CH2:23][CH2:22][CH2:21][CH2:20][CH2:19]1, predict the reactants needed to synthesize it.